Task: Predict the product of the given reaction.. Dataset: Forward reaction prediction with 1.9M reactions from USPTO patents (1976-2016) (1) Given the reactants [CH:1]1[C:5]2=[C:6]([NH2:10])[N:7]=[CH:8][N:9]=[C:4]2[N:3]([C@@H:11]2[O:15][C@H:14]([CH2:16][OH:17])[C@@H:13]([OH:18])[C@H:12]2[OH:19])[CH:2]=1.Cl[CH2:21][CH:22]=O, predict the reaction product. The product is: [OH:17][CH2:16][CH:14]1[CH:13]([OH:18])[CH:12]([OH:19])[CH:11]([N:3]2[CH:2]=[CH:1][C:5]3[C:6]4[N:7]([CH:21]=[CH:22][N:10]=4)[CH:8]=[N:9][C:4]2=3)[O:15]1. (2) Given the reactants CCN(CC)CC.Br[C:9]1[CH:10]=[CH:11][C:12]2[O:16][C:15]([N:17]3[CH:23]4[CH2:24][CH2:25][N:20]([CH2:21][CH2:22]4)[CH2:19][CH2:18]3)=[N:14][C:13]=2[CH:26]=1.[C:27]1([CH3:36])[CH:32]=[CH:31][CH:30]=[C:29](B(O)O)[CH:28]=1.[F-].[Cs+], predict the reaction product. The product is: [C:27]1([CH3:36])[CH:32]=[CH:31][CH:30]=[C:29]([C:9]2[CH:10]=[CH:11][C:12]3[O:16][C:15]([N:17]4[CH:23]5[CH2:24][CH2:25][N:20]([CH2:21][CH2:22]5)[CH2:19][CH2:18]4)=[N:14][C:13]=3[CH:26]=2)[CH:28]=1. (3) Given the reactants [N:1]1([S:7]([C:10]2[CH:17]=[CH:16][C:13]([CH2:14][NH2:15])=[CH:12][CH:11]=2)(=[O:9])=[O:8])[CH2:6][CH2:5][CH2:4][CH2:3][CH2:2]1.[O:18]1[C:22]2=[CH:23][N:24]=[CH:25][CH:26]=[C:21]2[CH:20]=[C:19]1[C:27](O)=[O:28].CCN(C(C)C)C(C)C.F[P-](F)(F)(F)(F)F.N1(O[P+](N(C)C)(N(C)C)N(C)C)C2C=CC=CC=2N=N1, predict the reaction product. The product is: [N:1]1([S:7]([C:10]2[CH:17]=[CH:16][C:13]([CH2:14][NH:15][C:27]([C:19]3[O:18][C:22]4=[CH:23][N:24]=[CH:25][CH:26]=[C:21]4[CH:20]=3)=[O:28])=[CH:12][CH:11]=2)(=[O:9])=[O:8])[CH2:2][CH2:3][CH2:4][CH2:5][CH2:6]1. (4) Given the reactants [O:1]1CCCO[CH:2]1[C:7]1[CH:14]=[CH:13][C:10]([C:11]#[N:12])=[CH:9][C:8]=1[S:15]([CH2:18][CH2:19][OH:20])(=[O:17])=[O:16].C1(C)C=CC(S([O-])(=O)=O)=CC=1.[NH+]1C=CC=CC=1.O, predict the reaction product. The product is: [OH:20][CH2:19][CH2:18][S:15]([C:8]1[CH:9]=[C:10]([CH:13]=[CH:14][C:7]=1[CH:2]=[O:1])[C:11]#[N:12])(=[O:17])=[O:16]. (5) Given the reactants [F:1][C:2]1[CH:3]=[C:4]([OH:9])[CH:5]=[CH:6][C:7]=1[F:8].Cl[C:11]1[CH:16]=[C:15]([CH3:17])[N:14]=[C:13]([NH:18][C:19]2[CH:24]=[CH:23][C:22]([N:25]3[CH:29]=[C:28]([CH3:30])[N:27]=[CH:26]3)=[C:21]([O:31][CH3:32])[CH:20]=2)[N:12]=1, predict the reaction product. The product is: [F:1][C:2]1[CH:3]=[C:4]([CH:5]=[CH:6][C:7]=1[F:8])[O:9][C:11]1[CH:16]=[C:15]([CH3:17])[N:14]=[C:13]([NH:18][C:19]2[CH:24]=[CH:23][C:22]([N:25]3[CH:29]=[C:28]([CH3:30])[N:27]=[CH:26]3)=[C:21]([O:31][CH3:32])[CH:20]=2)[N:12]=1. (6) Given the reactants [Cl:1][C:2]1[CH:28]=[C:27]([Cl:29])[CH:26]=[CH:25][C:3]=1[C:4]([C:6]1[O:7][C:8]2[CH:15]=[C:14]([C:16]3[CH:17]=[C:18]([CH:22]=[CH:23][CH:24]=3)[C:19](O)=[O:20])[CH:13]=[CH:12][C:9]=2[C:10]=1[CH3:11])=[O:5].[CH3:30][O:31][CH2:32][CH2:33][NH2:34].CCN=C=NCCCN(C)C.Cl.C(N(CC)C(C)C)(C)C, predict the reaction product. The product is: [Cl:1][C:2]1[CH:28]=[C:27]([Cl:29])[CH:26]=[CH:25][C:3]=1[C:4]([C:6]1[O:7][C:8]2[CH:15]=[C:14]([C:16]3[CH:17]=[C:18]([CH:22]=[CH:23][CH:24]=3)[C:19]([NH:34][CH2:33][CH2:32][O:31][CH3:30])=[O:20])[CH:13]=[CH:12][C:9]=2[C:10]=1[CH3:11])=[O:5].